Task: Regression/Classification. Given an antibody's heavy chain and light chain sequences, predict its developability. TAP uses regression for 5 developability metrics; SAbDab uses binary classification.. Dataset: Antibody developability classification from SAbDab with 2,409 antibodies The antibody is ['EVQLLESGPELVRLGASVKVSCKASGYSFTDYNMYWVKQSHGKSLEWIGYIDPYNGDASYNQKFKGKATLTVDKSSSTAFMHLNSLTSEDSAVYYCARTGYYYGRSYAMDYWGQGTSVTVSS', 'DIVMTQAAPSVPVTPGESVSISCRSSKSLLHSNGNTYLYWFLQRPGQSPQLLIYRMSNLASGVPDRFSGSGSGTAFTLRISKVEAEDVGVYYCMQHLEYPYTFGGGTKLDVK']. Result: 0 (not developable).